This data is from Forward reaction prediction with 1.9M reactions from USPTO patents (1976-2016). The task is: Predict the product of the given reaction. (1) Given the reactants [OH-].[K+].[NH2:3][C:4]1[CH:5]=[C:6]([CH:10]=[CH:11][C:12]=1[Cl:13])[C:7]([OH:9])=[O:8].Br[CH2:15][CH2:16][CH2:17][CH2:18][CH2:19][CH2:20][CH2:21][CH2:22][CH2:23][CH2:24][CH2:25][CH3:26], predict the reaction product. The product is: [CH2:26]([O:8][C:7](=[O:9])[C:6]1[CH:10]=[CH:11][C:12]([Cl:13])=[C:4]([NH2:3])[CH:5]=1)[CH2:25][CH2:24][CH2:23][CH2:22][CH2:21][CH2:20][CH2:19][CH2:18][CH2:17][CH2:16][CH3:15]. (2) Given the reactants [CH:1]([O:4][C:5]1[C:10]2[C:11]([CH3:17])=[C:12]([C:14]([OH:16])=O)[O:13][C:9]=2[CH:8]=[CH:7][CH:6]=1)([CH3:3])[CH3:2].[CH3:18][O:19][C:20](=[O:42])[C@@H:21]([NH:25][S:26]([C:29]1[CH:34]=[CH:33][C:32]([C:35]2[CH:40]=[CH:39][C:38]([NH2:41])=[CH:37][CH:36]=2)=[CH:31][CH:30]=1)(=[O:28])=[O:27])[CH:22]([CH3:24])[CH3:23].F[P-](F)(F)(F)(F)F.N1(O[P+](N(C)C)(N(C)C)N(C)C)C2C=CC=CC=2N=N1.C(N(CC)C(C)C)(C)C, predict the reaction product. The product is: [CH3:18][O:19][C:20](=[O:42])[C@@H:21]([NH:25][S:26]([C:29]1[CH:34]=[CH:33][C:32]([C:35]2[CH:36]=[CH:37][C:38]([NH:41][C:14]([C:12]3[O:13][C:9]4[CH:8]=[CH:7][CH:6]=[C:5]([O:4][CH:1]([CH3:2])[CH3:3])[C:10]=4[C:11]=3[CH3:17])=[O:16])=[CH:39][CH:40]=2)=[CH:31][CH:30]=1)(=[O:28])=[O:27])[CH:22]([CH3:24])[CH3:23]. (3) Given the reactants Br[C:2]1[N:3]=[CH:4][N:5]([N:7]([CH2:15][CH3:16])[C:8](=[O:14])[O:9][C:10]([CH3:13])([CH3:12])[CH3:11])[CH:6]=1.[N:17]1[CH:22]=[CH:21][CH:20]=[C:19](B(O)O)[CH:18]=1.C([O-])([O-])=O.[K+].[K+].O, predict the reaction product. The product is: [CH2:15]([N:7]([N:5]1[CH:6]=[C:2]([C:19]2[CH:18]=[N:17][CH:22]=[CH:21][CH:20]=2)[N:3]=[CH:4]1)[C:8](=[O:14])[O:9][C:10]([CH3:13])([CH3:12])[CH3:11])[CH3:16]. (4) Given the reactants Cl.[NH2:2][C@H:3]1[CH2:8][CH2:7][C@H:6]([OH:9])[CH2:5][CH2:4]1.[CH3:10][C:11]([O:14][C:15](O[C:15]([O:14][C:11]([CH3:13])([CH3:12])[CH3:10])=[O:16])=[O:16])([CH3:13])[CH3:12].C([O-])(O)=O.[Na+], predict the reaction product. The product is: [OH:9][C@H:6]1[CH2:7][CH2:8][C@H:3]([NH:2][C:15](=[O:16])[O:14][C:11]([CH3:13])([CH3:12])[CH3:10])[CH2:4][CH2:5]1. (5) Given the reactants [Cl:1][C:2]1[CH:7]=[CH:6][C:5]([NH:8][S:9]([CH2:12][CH2:13][CH3:14])(=[O:11])=[O:10])=[C:4]([F:15])[C:3]=1[NH:16][C:17]([NH:19][C:20]1[CH:25]=[C:24](Cl)[N:23]=[CH:22][N:21]=1)=[O:18].[CH3:27][NH2:28], predict the reaction product. The product is: [Cl:1][C:2]1[CH:7]=[CH:6][C:5]([NH:8][S:9]([CH2:12][CH2:13][CH3:14])(=[O:11])=[O:10])=[C:4]([F:15])[C:3]=1[NH:16][C:17]([NH:19][C:20]1[CH:25]=[C:24]([NH:28][CH3:27])[N:23]=[CH:22][N:21]=1)=[O:18]. (6) Given the reactants [Br:1][C:2]1[CH:3]=[CH:4][C:5]([CH:10]=O)=[N:6][C:7]=1[O:8][CH3:9].[NH2:12][CH3:13].[BH4-].[Na+], predict the reaction product. The product is: [Br:1][C:2]1[CH:3]=[CH:4][C:5]([CH2:10][NH:12][CH3:13])=[N:6][C:7]=1[O:8][CH3:9]. (7) Given the reactants [H][H].[CH3:3][O:4][C:5](=[O:17])[C:6]1[CH:11]=[CH:10][C:9]([CH2:12][N:13]=[N+]=[N-])=[C:8]([F:16])[CH:7]=1, predict the reaction product. The product is: [CH3:3][O:4][C:5](=[O:17])[C:6]1[CH:11]=[CH:10][C:9]([CH2:12][NH2:13])=[C:8]([F:16])[CH:7]=1.